Dataset: Full USPTO retrosynthesis dataset with 1.9M reactions from patents (1976-2016). Task: Predict the reactants needed to synthesize the given product. Given the product [NH2:20][C:21]1[S:22][C:23]2[C:29]([CH3:30])=[C:28]([O:31][CH3:32])[CH:27]=[C:26]([O:34][CH2:35][P:36]([OH:39])([OH:38])=[O:37])[C:24]=2[N:25]=1, predict the reactants needed to synthesize it. The reactants are: NC1SC2C(C)=C(SC)C=C(OCP(O)(O)=O)C=2N=1.[NH2:20][C:21]1[S:22][C:23]2[C:29]([CH3:30])=[C:28]([O:31][CH2:32]C)[CH:27]=[C:26]([O:34][CH2:35][P:36]([OH:39])([OH:38])=[O:37])[C:24]=2[N:25]=1.NC1SC2C(C)=C(OCC(C)C)C=C(OCP(O)(O)=O)C=2N=1.